This data is from Catalyst prediction with 721,799 reactions and 888 catalyst types from USPTO. The task is: Predict which catalyst facilitates the given reaction. (1) Product: [F:1][C:2]1[CH:7]=[CH:6][CH:5]=[CH:4][C:3]=1[S:8]([NH:11][C:12]1[C:21]([C:22]([OH:24])=[O:23])=[C:20]2[C:15]([CH:16]3[CH2:26][CH:17]3[CH2:18][O:19]2)=[CH:14][CH:13]=1)(=[O:9])=[O:10]. The catalyst class is: 38. Reactant: [F:1][C:2]1[CH:7]=[CH:6][CH:5]=[CH:4][C:3]=1[S:8]([NH:11][C:12]1[C:21]([C:22]([O:24]C)=[O:23])=[C:20]2[C:15]([CH:16]3[CH2:26][CH:17]3[CH2:18][O:19]2)=[CH:14][CH:13]=1)(=[O:10])=[O:9].O.[OH-].[Li+]. (2) Reactant: N1C2C(=CC=CC=2O)C=CC=1.I[C:13]1[CH:18]=[CH:17][C:16]([O:19][CH3:20])=[CH:15][CH:14]=1.C([O-])([O-])=O.[K+].[K+].[CH3:27][C:28]1[CH:29]=[N:30][NH:31][CH:32]=1.[NH4+].[Cl-]. Product: [CH3:20][O:19][C:16]1[CH:17]=[CH:18][C:13]([N:30]2[CH:29]=[C:28]([CH3:27])[CH:32]=[N:31]2)=[CH:14][CH:15]=1. The catalyst class is: 156. (3) Product: [CH2:31]([N:23]([C:24]1[CH:29]=[CH:28][C:27]([Cl:30])=[CH:26][CH:25]=1)[CH2:22][C@@H:10]1[C@H:11]([C:13]2[CH:18]=[CH:17][CH:16]=[C:15]([CH:19]([CH3:21])[CH3:20])[CH:14]=2)[CH2:12][NH:8][CH2:9]1)[C:32]1[CH:33]=[CH:34][CH:35]=[CH:36][CH:37]=1. The catalyst class is: 393. Reactant: C(OC([N:8]1[CH2:12][C@@H:11]([C:13]2[CH:18]=[CH:17][CH:16]=[C:15]([CH:19]([CH3:21])[CH3:20])[CH:14]=2)[C@H:10]([CH2:22][N:23]([CH2:31][C:32]2[CH:37]=[CH:36][CH:35]=[CH:34][CH:33]=2)[C:24]2[CH:29]=[CH:28][C:27]([Cl:30])=[CH:26][CH:25]=2)[CH2:9]1)=O)(C)(C)C.